This data is from Full USPTO retrosynthesis dataset with 1.9M reactions from patents (1976-2016). The task is: Predict the reactants needed to synthesize the given product. (1) The reactants are: [N+:1]([C:4]1[CH:24]=[CH:23][C:7]([CH2:8][C:9]2[N:14]3[CH:15]=[CH:16][N:17]=[C:13]3[C:12]([CH2:18][C:19]([O:21][CH3:22])=[O:20])=[CH:11][N:10]=2)=[CH:6][CH:5]=1)([O-])=O.NC1C=CC(CC2N3C=CN=C3C(CC(OC)=O)=CN=2)=CC=1.[Cl:47][C:48]1[CH:49]=[C:50]([CH:54]=[CH:55][C:56]=1[Cl:57])[C:51](O)=[O:52].ON1C2C=CC=CC=2N=N1.C(N(CC)CC)C.Cl.C(N=C=NCCCN(C)C)C. Given the product [Cl:47][C:48]1[CH:49]=[C:50]([CH:54]=[CH:55][C:56]=1[Cl:57])[C:51]([NH:1][C:4]1[CH:24]=[CH:23][C:7]([CH2:8][C:9]2[N:14]3[CH:15]=[CH:16][N:17]=[C:13]3[C:12]([CH2:18][C:19]([O:21][CH3:22])=[O:20])=[CH:11][N:10]=2)=[CH:6][CH:5]=1)=[O:52], predict the reactants needed to synthesize it. (2) The reactants are: Cl[S:2]([N:5]=C=O)(=[O:4])=[O:3].C(O)=O.N1C=CC=CC=1.[CH3:17][CH:18]([CH3:22])[CH2:19][CH2:20][OH:21]. Given the product [CH3:17][CH:18]([CH3:22])[CH2:19][CH2:20][O:21][S:2](=[O:3])(=[O:4])[NH2:5], predict the reactants needed to synthesize it. (3) Given the product [N:33]([C:10]([OH:31])([OH:30])[CH2:11][CH:12]([CH2:14][CH2:15][CH2:16][CH:17]([CH2:19][CH2:20][CH2:21][CH:22]([CH2:24][CH2:25][CH2:26][CH:27]([CH3:29])[CH3:28])[CH3:23])[CH3:18])[CH3:13])=[N+:34]=[N-:35], predict the reactants needed to synthesize it. The reactants are: C1(C)C=CC(S([C:10]([OH:31])([OH:30])[CH2:11][CH:12]([CH2:14][CH2:15][CH2:16][CH:17]([CH2:19][CH2:20][CH2:21][CH:22]([CH2:24][CH2:25][CH2:26][CH:27]([CH3:29])[CH3:28])[CH3:23])[CH3:18])[CH3:13])(=O)=O)=CC=1.[N-:33]=[N+:34]=[N-:35].[Na+].[N-]=[N+]=[N-]. (4) Given the product [C:45]([N:6]1[CH2:7][C:8]2[C:13](=[CH:12][CH:11]=[C:10]([NH:14][C:15]([N:17]3[CH2:25][C:24]4[C:19](=[CH:20][CH:21]=[CH:22][CH:23]=4)[CH2:18]3)=[O:16])[CH:9]=2)[CH2:5]1)(=[O:50])[CH:42]([CH3:43])[CH3:41], predict the reactants needed to synthesize it. The reactants are: C(Cl)(=O)C.[CH2:5]1[C:13]2[C:8](=[CH:9][C:10]([NH:14][C:15]([N:17]3[CH2:25][C:24]4[C:19](=[CH:20][CH:21]=[CH:22][CH:23]=4)[CH2:18]3)=[O:16])=[CH:11][CH:12]=2)[CH2:7][NH:6]1.NC1C=C2C(=CC=1)CN(C(NC1C=[CH:43][C:42]([C:45](=[O:50])NCCC)=[CH:41]C=1)=O)C2. (5) Given the product [CH3:1][S:2][C:3]1[S:4][C:5]([C:13]2[CH:17]=[CH:16][N:15]([C:18]([O:20][C:21]([CH3:24])([CH3:23])[CH3:22])=[O:19])[N:14]=2)=[C:6]2[CH2:11][CH2:10][CH2:9][C:8](=[O:12])[C:7]=12, predict the reactants needed to synthesize it. The reactants are: [CH3:1][S:2][C:3]1[S:4][C:5]([C:13]2[CH:17]=[CH:16][NH:15][N:14]=2)=[C:6]2[CH2:11][CH2:10][CH2:9][C:8](=[O:12])[C:7]=12.[C:18](O[C:18]([O:20][C:21]([CH3:24])([CH3:23])[CH3:22])=[O:19])([O:20][C:21]([CH3:24])([CH3:23])[CH3:22])=[O:19].C(N(CC)CC)C. (6) The reactants are: [NH2:1][C:2]1[CH:16]=[CH:15][C:5]([O:6][CH2:7][CH2:8][CH2:9][C:10]([O:12][CH2:13][CH3:14])=[O:11])=[CH:4][C:3]=1[NH:17][CH2:18][C:19]1[CH:24]=[CH:23][C:22]([Cl:25])=[CH:21][C:20]=1[Cl:26].[C:27](OCC)(OCC)(OCC)[O:28][CH2:29][CH3:30]. Given the product [Cl:26][C:20]1[CH:21]=[C:22]([Cl:25])[CH:23]=[CH:24][C:19]=1[CH2:18][N:17]1[C:3]2[CH:4]=[C:5]([O:6][CH2:7][CH2:8][CH2:9][C:10]([O:12][CH2:13][CH3:14])=[O:11])[CH:15]=[CH:16][C:2]=2[N:1]=[C:27]1[O:28][CH2:29][CH3:30], predict the reactants needed to synthesize it.